This data is from Full USPTO retrosynthesis dataset with 1.9M reactions from patents (1976-2016). The task is: Predict the reactants needed to synthesize the given product. (1) Given the product [Cl:12][C:13]1[N:14]=[C:15]([CH3:20])[NH:16][C:17]=1[C:18]([OH:5])=[O:19], predict the reactants needed to synthesize it. The reactants are: Cl([O-])=O.[Na+].[OH2:5].P([O-])(O)(O)=O.[Na+].[Cl:12][C:13]1[N:14]=[C:15]([CH3:20])[NH:16][C:17]=1[CH:18]=[O:19].CC(=CC)C. (2) Given the product [F:26][C:24]1[CH:23]=[CH:22][C:21]([N+:27]([O-:29])=[O:28])=[C:20]([NH:8][C:3]2[CH:4]=[CH:5][CH:6]=[CH:7][C:2]=2[F:1])[CH:25]=1, predict the reactants needed to synthesize it. The reactants are: [F:1][C:2]1[CH:7]=[CH:6][CH:5]=[CH:4][C:3]=1[NH2:8].[Li+].C[Si]([N-][Si](C)(C)C)(C)C.F[C:20]1[CH:25]=[C:24]([F:26])[CH:23]=[CH:22][C:21]=1[N+:27]([O-:29])=[O:28]. (3) Given the product [C:1]12([NH:11][C:12]3[N:17]=[C:16]([C:18]([F:20])([F:21])[F:19])[C:15]([C:22]([N:24]4[CH2:29][CH2:28][CH:27]([C:30]([OH:32])=[O:31])[CH2:26][CH2:25]4)=[O:23])=[CH:14][N:13]=3)[CH2:2][CH:3]3[CH2:4][CH:5]([CH2:6][CH:7]([CH2:9]3)[CH2:8]1)[CH2:10]2, predict the reactants needed to synthesize it. The reactants are: [C:1]12([NH:11][C:12]3[N:17]=[C:16]([C:18]([F:21])([F:20])[F:19])[C:15]([C:22]([N:24]4[CH2:29][CH2:28][CH:27]([C:30]([O:32]CC)=[O:31])[CH2:26][CH2:25]4)=[O:23])=[CH:14][N:13]=3)[CH2:10][CH:5]3[CH2:6][CH:7]([CH2:9][CH:3]([CH2:4]3)[CH2:2]1)[CH2:8]2.CO.[OH-].[Na+].Cl. (4) Given the product [NH:1]1[C:5]2[CH:6]=[CH:7][CH:8]=[CH:9][C:4]=2[N:3]=[C:2]1[NH:10][C:11]([C:13]1[NH:17][CH:16]=[N:15][C:14]=1[C:18]([NH:20][C:21]1[CH:26]=[CH:25][C:24]([O:27][CH:28]2[CH2:33][CH2:32][N:31]([CH2:34][C:35]3[CH:42]=[CH:43][CH:38]=[CH:39][CH:40]=3)[CH2:30][CH2:29]2)=[CH:23][C:22]=1[CH3:36])=[O:19])=[O:12], predict the reactants needed to synthesize it. The reactants are: [NH:1]1[C:5]2[CH:6]=[CH:7][CH:8]=[CH:9][C:4]=2[N:3]=[C:2]1[NH:10][C:11]([C:13]1[NH:17][CH:16]=[N:15][C:14]=1[C:18]([NH:20][C:21]1[CH:26]=[CH:25][C:24]([O:27][CH:28]2[CH2:33][CH2:32][N:31]([CH2:34][CH3:35])[CH2:30][CH2:29]2)=[CH:23][C:22]=1[CH3:36])=[O:19])=[O:12].C(=O)[C:38]1[CH:43]=[CH:42]C=[CH:40][CH:39]=1.N1C2C=CC=CC=2N=C1NC(C1NC=NC=1C(NC1C=CC(OC2CCNCC2)=CC=1C)=O)=O.C(O[BH-](OC(=O)C)OC(=O)C)(=O)C.[Na+].Cl. (5) The reactants are: Cl[CH:2]([C:8]1[CH:17]=[CH:16][C:15]([O:18][CH3:19])=[C:14]2[C:9]=1[CH:10]=[CH:11][C:12](=[O:21])[N:13]2[CH3:20])[C:3]([O:5]CC)=O.[NH2:22][C:23](N)=[S:24].C([O-])(=[O:28])C.[Na+]. Given the product [CH3:19][O:18][C:15]1[CH:16]=[CH:17][C:8]([CH:2]2[S:24][C:23](=[O:28])[NH:22][C:3]2=[O:5])=[C:9]2[C:14]=1[N:13]([CH3:20])[C:12](=[O:21])[CH:11]=[CH:10]2, predict the reactants needed to synthesize it. (6) Given the product [Cl-:33].[CH3:18][O:17][C:15](=[O:16])[C:14]([N:12]1[CH:13]=[C:9]([C@H:8]([C:21]2[CH:26]=[CH:25][C:24]([O:27][CH2:28][C:29]([F:31])([F:30])[F:32])=[CH:35][CH:34]=2)[NH3+:7])[N:10]=[N:11]1)([CH3:19])[CH3:20], predict the reactants needed to synthesize it. The reactants are: C(S([NH:7][C@H:8]([C:21]1[CH:26]=[CH:25][C:24]([O:27][CH2:28][C:29]([F:32])([F:31])[F:30])=CN=1)[C:9]1[N:10]=[N:11][N:12]([C:14]([CH3:20])([CH3:19])[C:15]([O:17][CH3:18])=[O:16])[CH:13]=1)=O)(C)(C)C.[ClH:33].[CH2:34](OCC)[CH3:35].